From a dataset of TCR-epitope binding with 47,182 pairs between 192 epitopes and 23,139 TCRs. Binary Classification. Given a T-cell receptor sequence (or CDR3 region) and an epitope sequence, predict whether binding occurs between them. (1) The epitope is VLWAHGFEL. The TCR CDR3 sequence is CASSSGSDTQYF. Result: 1 (the TCR binds to the epitope). (2) The epitope is GPGHKARVL. The TCR CDR3 sequence is CASSLGGVLGETQYF. Result: 0 (the TCR does not bind to the epitope). (3) The epitope is NLSALGIFST. The TCR CDR3 sequence is CASSYSGWRLHF. Result: 1 (the TCR binds to the epitope). (4) The epitope is NLNESLIDL. The TCR CDR3 sequence is CASSYQLLGGGELFF. Result: 0 (the TCR does not bind to the epitope). (5) The epitope is PKYVKQNTLKLAT. The TCR CDR3 sequence is CASSLLQGEPMGYTF. Result: 1 (the TCR binds to the epitope). (6) The epitope is FVDGVPFVV. The TCR CDR3 sequence is CASSSDTQYF. Result: 1 (the TCR binds to the epitope). (7) The epitope is NLVPMVATV. Result: 0 (the TCR does not bind to the epitope). The TCR CDR3 sequence is CASRAEGVLLTGELFF. (8) The epitope is GTITSGWTF. The TCR CDR3 sequence is CSVVKRTLYNEQFF. Result: 0 (the TCR does not bind to the epitope).